Dataset: NCI-60 drug combinations with 297,098 pairs across 59 cell lines. Task: Regression. Given two drug SMILES strings and cell line genomic features, predict the synergy score measuring deviation from expected non-interaction effect. (1) Drug 1: COC1=CC(=CC(=C1O)OC)C2C3C(COC3=O)C(C4=CC5=C(C=C24)OCO5)OC6C(C(C7C(O6)COC(O7)C8=CC=CS8)O)O. Drug 2: CC1C(C(CC(O1)OC2CC(CC3=C2C(=C4C(=C3O)C(=O)C5=C(C4=O)C(=CC=C5)OC)O)(C(=O)C)O)N)O.Cl. Cell line: COLO 205. Synergy scores: CSS=55.5, Synergy_ZIP=2.75, Synergy_Bliss=4.67, Synergy_Loewe=3.89, Synergy_HSA=6.52. (2) Drug 1: C1CC(C1)(C(=O)O)C(=O)O.[NH2-].[NH2-].[Pt+2]. Drug 2: CCCCC(=O)OCC(=O)C1(CC(C2=C(C1)C(=C3C(=C2O)C(=O)C4=C(C3=O)C=CC=C4OC)O)OC5CC(C(C(O5)C)O)NC(=O)C(F)(F)F)O. Cell line: TK-10. Synergy scores: CSS=22.7, Synergy_ZIP=-4.65, Synergy_Bliss=-6.24, Synergy_Loewe=-18.0, Synergy_HSA=-6.39. (3) Drug 2: C1CCC(C(C1)N)N.C(=O)(C(=O)[O-])[O-].[Pt+4]. Cell line: SK-MEL-5. Drug 1: C(CC(=O)O)C(=O)CN.Cl. Synergy scores: CSS=42.8, Synergy_ZIP=-5.99, Synergy_Bliss=-4.77, Synergy_Loewe=-1.26, Synergy_HSA=1.42. (4) Drug 1: C(CCl)NC(=O)N(CCCl)N=O. Drug 2: CC1C(C(CC(O1)OC2CC(CC3=C2C(=C4C(=C3O)C(=O)C5=CC=CC=C5C4=O)O)(C(=O)C)O)N)O. Cell line: DU-145. Synergy scores: CSS=35.7, Synergy_ZIP=-1.11, Synergy_Bliss=-2.41, Synergy_Loewe=-24.4, Synergy_HSA=-3.28. (5) Drug 1: CC1CCC2CC(C(=CC=CC=CC(CC(C(=O)C(C(C(=CC(C(=O)CC(OC(=O)C3CCCCN3C(=O)C(=O)C1(O2)O)C(C)CC4CCC(C(C4)OC)OCCO)C)C)O)OC)C)C)C)OC. Drug 2: C1=NNC2=C1C(=O)NC=N2. Cell line: CAKI-1. Synergy scores: CSS=7.38, Synergy_ZIP=-5.33, Synergy_Bliss=-5.34, Synergy_Loewe=-57.4, Synergy_HSA=-4.42. (6) Cell line: HCT-15. Drug 2: CN(CCCl)CCCl.Cl. Synergy scores: CSS=26.4, Synergy_ZIP=-3.63, Synergy_Bliss=-5.52, Synergy_Loewe=-11.8, Synergy_HSA=-3.17. Drug 1: CCC(=C(C1=CC=CC=C1)C2=CC=C(C=C2)OCCN(C)C)C3=CC=CC=C3.C(C(=O)O)C(CC(=O)O)(C(=O)O)O. (7) Drug 1: CC(C1=C(C=CC(=C1Cl)F)Cl)OC2=C(N=CC(=C2)C3=CN(N=C3)C4CCNCC4)N. Drug 2: B(C(CC(C)C)NC(=O)C(CC1=CC=CC=C1)NC(=O)C2=NC=CN=C2)(O)O. Cell line: MDA-MB-231. Synergy scores: CSS=8.91, Synergy_ZIP=-2.87, Synergy_Bliss=-0.964, Synergy_Loewe=1.00, Synergy_HSA=-0.294. (8) Drug 1: C1=CC(=CC=C1CC(C(=O)O)N)N(CCCl)CCCl.Cl. Drug 2: CCC1(CC2CC(C3=C(CCN(C2)C1)C4=CC=CC=C4N3)(C5=C(C=C6C(=C5)C78CCN9C7C(C=CC9)(C(C(C8N6C)(C(=O)OC)O)OC(=O)C)CC)OC)C(=O)OC)O.OS(=O)(=O)O. Cell line: SW-620. Synergy scores: CSS=29.1, Synergy_ZIP=-4.89, Synergy_Bliss=-1.07, Synergy_Loewe=-30.2, Synergy_HSA=-1.91. (9) Drug 1: CC1OCC2C(O1)C(C(C(O2)OC3C4COC(=O)C4C(C5=CC6=C(C=C35)OCO6)C7=CC(=C(C(=C7)OC)O)OC)O)O. Drug 2: COCCOC1=C(C=C2C(=C1)C(=NC=N2)NC3=CC=CC(=C3)C#C)OCCOC.Cl. Cell line: HL-60(TB). Synergy scores: CSS=55.0, Synergy_ZIP=-0.645, Synergy_Bliss=-0.938, Synergy_Loewe=-18.8, Synergy_HSA=-0.0869. (10) Drug 1: CC12CCC3C(C1CCC2=O)CC(=C)C4=CC(=O)C=CC34C. Drug 2: N.N.Cl[Pt+2]Cl. Cell line: MALME-3M. Synergy scores: CSS=45.9, Synergy_ZIP=5.15, Synergy_Bliss=4.93, Synergy_Loewe=2.40, Synergy_HSA=2.43.